This data is from Full USPTO retrosynthesis dataset with 1.9M reactions from patents (1976-2016). The task is: Predict the reactants needed to synthesize the given product. (1) The reactants are: C(NC1C=CC(C2C=C3C(CN([C@@H](C(C)C)C(O)=O)C3=O)=CC=2)=CC=1)(=O)C1C=CC=CC=1.[F:33][C:34]1[CH:39]=[C:38]([NH:40][C:41](=[O:53])[C:42]2[CH:47]=[CH:46][C:45]([CH2:48][CH2:49][CH2:50][CH2:51][CH3:52])=[CH:44][CH:43]=2)[CH:37]=[CH:36][C:35]=1[C:54]1[CH:62]=[C:61]2[C:57]([CH2:58][N:59]([C@@H:64]([CH:69]([CH3:71])[CH3:70])[C:65]([O:67]C)=[O:66])[C:60]2=[O:63])=[CH:56][CH:55]=1. Given the product [F:33][C:34]1[CH:39]=[C:38]([NH:40][C:41](=[O:53])[C:42]2[CH:47]=[CH:46][C:45]([CH2:48][CH2:49][CH2:50][CH2:51][CH3:52])=[CH:44][CH:43]=2)[CH:37]=[CH:36][C:35]=1[C:54]1[CH:62]=[C:61]2[C:57]([CH2:58][N:59]([C@@H:64]([CH:69]([CH3:70])[CH3:71])[C:65]([OH:67])=[O:66])[C:60]2=[O:63])=[CH:56][CH:55]=1, predict the reactants needed to synthesize it. (2) Given the product [CH3:1][C:2]1[CH:3]=[C:4]([C:12]2[CH:17]=[C:16]([C:18]([F:21])([F:19])[F:20])[N:15]3[N:22]=[CH:23][C:24]([C:25]4[O:26][N:37]=[C:35]([C:33]5[CH:32]=[CH:31][N:30]=[C:29]([NH2:28])[CH:34]=5)[N:36]=4)=[C:14]3[N:13]=2)[CH:5]=[CH:6][C:7]=1[C:8]([F:10])([F:11])[F:9], predict the reactants needed to synthesize it. The reactants are: [CH3:1][C:2]1[CH:3]=[C:4]([C:12]2[CH:17]=[C:16]([C:18]([F:21])([F:20])[F:19])[N:15]3[N:22]=[CH:23][C:24]([C:25](O)=[O:26])=[C:14]3[N:13]=2)[CH:5]=[CH:6][C:7]=1[C:8]([F:11])([F:10])[F:9].[NH2:28][C:29]1[CH:34]=[C:33]([C:35]([NH:37]O)=[NH:36])[CH:32]=[CH:31][N:30]=1. (3) The reactants are: [CH2:1]([O:8][C:9]1[C:18](=[O:19])[N:17]2[C:12]([C:13]([CH3:21])([CH3:20])[O:14][CH2:15][CH2:16]2)=[N:11][C:10]=1[C:22]([OH:24])=O)[C:2]1[CH:7]=[CH:6][CH:5]=[CH:4][CH:3]=1.[NH2:25][CH2:26][C:27]1[CH:32]=[CH:31][C:30]([F:33])=[CH:29][C:28]=1[N:34]1[CH2:40][CH2:39][CH2:38][CH2:37][CH2:36][C:35]1=[O:41]. Given the product [F:33][C:30]1[CH:31]=[CH:32][C:27]([CH2:26][NH:25][C:22]([C:10]2[N:11]=[C:12]3[N:17]([C:18](=[O:19])[C:9]=2[O:8][CH2:1][C:2]2[CH:3]=[CH:4][CH:5]=[CH:6][CH:7]=2)[CH2:16][CH2:15][O:14][C:13]3([CH3:20])[CH3:21])=[O:24])=[C:28]([N:34]2[CH2:40][CH2:39][CH2:38][CH2:37][CH2:36][C:35]2=[O:41])[CH:29]=1, predict the reactants needed to synthesize it. (4) Given the product [CH3:16][C:17]1([CH3:37])[C:26]2[CH2:25][CH:24]([C:27]([C:29]3[CH:30]=[CH:31][C:32]([C:33]([OH:12])=[O:34])=[CH:35][CH:36]=3)=[O:28])[CH2:23][CH2:22][C:21]=2[CH2:20][CH2:19][CH2:18]1, predict the reactants needed to synthesize it. The reactants are: CC(=CC)C.P(O)(O)([O-])=O.[Na+].[O-:12]Cl=O.[Na+].[CH3:16][C:17]1([CH3:37])[C:26]2[CH2:25][CH:24]([C:27]([C:29]3[CH:36]=[CH:35][C:32]([CH:33]=[O:34])=[CH:31][CH:30]=3)=[O:28])[CH2:23][CH2:22][C:21]=2[CH2:20][CH2:19][CH2:18]1. (5) Given the product [NH2:8][C@@H:9]([CH2:10][C:11]1[CH:16]=[CH:15][C:14]([NH:17][C:18]2[CH:23]=[CH:22][CH:21]=[C:20]([CH3:24])[N:19]=2)=[C:13]([CH2:25][CH2:26][CH2:27][CH2:28][CH3:29])[CH:12]=1)[C@H:30]([OH:34])[CH2:31][NH:32][C:36]1([C:39]2[CH:44]=[CH:43][CH:42]=[C:41]([C:45]([CH3:46])([CH3:48])[CH3:47])[CH:40]=2)[CH2:37][CH2:38]1, predict the reactants needed to synthesize it. The reactants are: C(OC([NH:8][C@H:9]([C@@H:30]1[O:34]C(=O)[N:32]([C:36]2([C:39]3[CH:44]=[CH:43][CH:42]=[C:41]([C:45]([CH3:48])([CH3:47])[CH3:46])[CH:40]=3)[CH2:38][CH2:37]2)[CH2:31]1)[CH2:10][C:11]1[CH:16]=[CH:15][C:14]([NH:17][C:18]2[CH:23]=[CH:22][CH:21]=[C:20]([CH3:24])[N:19]=2)=[C:13]([CH2:25][CH2:26][CH2:27][CH2:28][CH3:29])[CH:12]=1)=O)(C)(C)C.O([Si](C)(C)C)[K].Cl.O1CCOCC1. (6) Given the product [CH3:10][C:8]1([CH3:9])[O:7][C:6]([CH3:11])([CH3:12])[C:5]2[S:13][C:2]([NH:1][C:24](=[O:25])[C:23]3[CH:27]=[CH:28][CH:29]=[CH:30][C:22]=3[C:21]([F:20])([F:31])[F:32])=[C:3]([C:14]([O:16][CH2:17][CH2:18][CH3:19])=[O:15])[C:4]1=2, predict the reactants needed to synthesize it. The reactants are: [NH2:1][C:2]1[S:13][C:5]2[C:6]([CH3:12])([CH3:11])[O:7][C:8]([CH3:10])([CH3:9])[C:4]=2[C:3]=1[C:14]([O:16][CH2:17][CH2:18][CH3:19])=[O:15].[F:20][C:21]([F:32])([F:31])[C:22]1[CH:30]=[CH:29][CH:28]=[CH:27][C:23]=1[C:24](Cl)=[O:25]. (7) Given the product [CH3:35][NH:36][C:32]([C:28]1[CH:29]=[N:30][CH:31]=[C:26]([C:15]2[N:16]=[C:17]([N:20]3[CH2:21][CH2:22][O:23][CH2:24][CH2:25]3)[C:18]3[S:19][C:11]([C:7]4[CH:8]=[CH:9][CH:10]=[C:5]([S:2]([CH3:1])(=[O:3])=[O:4])[CH:6]=4)=[CH:12][C:13]=3[N:14]=2)[CH:27]=1)=[O:33], predict the reactants needed to synthesize it. The reactants are: [CH3:1][S:2]([C:5]1[CH:6]=[C:7]([C:11]2[S:19][C:18]3[C:17]([N:20]4[CH2:25][CH2:24][O:23][CH2:22][CH2:21]4)=[N:16][C:15]([C:26]4[CH:27]=[C:28]([C:32](O)=[O:33])[CH:29]=[N:30][CH:31]=4)=[N:14][C:13]=3[CH:12]=2)[CH:8]=[CH:9][CH:10]=1)(=[O:4])=[O:3].[CH3:35][NH2:36].